This data is from Catalyst prediction with 721,799 reactions and 888 catalyst types from USPTO. The task is: Predict which catalyst facilitates the given reaction. Reactant: C([O:3][C:4]([C:6]1[S:10][C:9]([N:11]([CH3:18])[CH:12]2[CH2:17][CH2:16][O:15][CH2:14][CH2:13]2)=[N:8][C:7]=1[CH:19]([CH3:21])[CH3:20])=[O:5])C.[OH-].[K+]. Product: [CH:19]([C:7]1[N:8]=[C:9]([N:11]([CH3:18])[CH:12]2[CH2:13][CH2:14][O:15][CH2:16][CH2:17]2)[S:10][C:6]=1[C:4]([OH:5])=[O:3])([CH3:21])[CH3:20]. The catalyst class is: 88.